Dataset: Forward reaction prediction with 1.9M reactions from USPTO patents (1976-2016). Task: Predict the product of the given reaction. (1) Given the reactants [F:1][C:2]([F:6])([F:5])[CH2:3][OH:4].[CH2:7]([O:14][C:15]([CH:17]1[CH2:22][CH2:21][CH:20]([CH2:23]O)[CH2:19][CH2:18]1)=[O:16])[C:8]1[CH:13]=[CH:12][CH:11]=[CH:10][CH:9]=1.N(C(N(C)C)=O)=NC(N(C)C)=O.C(P(CCCC)CCCC)CCC, predict the reaction product. The product is: [CH2:7]([O:14][C:15]([CH:17]1[CH2:22][CH2:21][CH:20]([CH2:23][O:4][CH2:3][C:2]([F:6])([F:5])[F:1])[CH2:19][CH2:18]1)=[O:16])[C:8]1[CH:13]=[CH:12][CH:11]=[CH:10][CH:9]=1. (2) Given the reactants [Br:1][C:2]1[CH:18]=[CH:17][C:5]([CH:6]=[C:7]2[C:12](=[O:13])OC(C)(C)OC2=O)=[CH:4][CH:3]=1.[CH2:19]([N:21]1[C:25]([NH2:26])=[CH:24][C:23]([C:27]2[CH:32]=[CH:31][CH:30]=[CH:29][N:28]=2)=[N:22]1)[CH3:20].[CH3:33]N(C=O)C, predict the reaction product. The product is: [Br:1][C:2]1[CH:3]=[CH:4][C:5]([CH:6]2[CH2:7][C:12](=[O:13])[NH:26][C:25]3[N:21]([CH2:19][CH3:20])[N:22]=[C:23]([C:27]4[CH:32]=[CH:31][CH:30]=[CH:29][N:28]=4)[C:24]2=3)=[C:17]([CH3:33])[CH:18]=1. (3) The product is: [CH3:12][O:1][C:2]1[C:3]([N+:9]([O-:11])=[O:10])=[N:4][CH:5]=[CH:6][C:7]=1[CH3:8]. Given the reactants [OH:1][C:2]1[C:3]([N+:9]([O-:11])=[O:10])=[N:4][CH:5]=[CH:6][C:7]=1[CH3:8].[C:12](=O)([O-])[O-].[Cs+].[Cs+].CI.C(OCC)(=O)C, predict the reaction product. (4) Given the reactants [CH3:1][C@:2]([CH2:8][O:9][CH2:10][CH2:11][Si:12]([CH3:15])([CH3:14])[CH3:13])([CH:6]=[CH2:7])[C:3]([OH:5])=[O:4].Br[C:17]1[CH:26]=[C:25]2[C:20]([CH:21]=[CH:22][C:23]([C@H:27]([O:29][C:30](=[O:32])[CH3:31])[CH3:28])=[N:24]2)=[CH:19][CH:18]=1.C1(C)C=CC=CC=1P(C1C=CC=CC=1C)C1C=CC=CC=1C.C1(CNCC2CCCCC2)CCCCC1, predict the reaction product. The product is: [C:30]([O:29][C@@H:27]([C:23]1[CH:22]=[CH:21][C:20]2[C:25](=[CH:26][C:17](/[CH:7]=[CH:6]/[C@:2]([CH3:1])([CH2:8][O:9][CH2:10][CH2:11][Si:12]([CH3:15])([CH3:13])[CH3:14])[C:3]([OH:5])=[O:4])=[CH:18][CH:19]=2)[N:24]=1)[CH3:28])(=[O:32])[CH3:31]. (5) Given the reactants [C:1]([O:5][C:6](=[O:31])[NH:7][C:8]1[S:9][C:10]2[CH2:19][CH2:18][C:17](=[O:20])[C:16]3[C:12](=[CH:13][N:14]([CH2:21][C:22]4[CH:27]=[CH:26][C:25]([O:28][CH3:29])=[CH:24][CH:23]=4)[N:15]=3)[C:11]=2[N:30]=1)([CH3:4])([CH3:3])[CH3:2].[Si]([C:36]([F:39])([F:38])[F:37])(C)(C)C.[F-].[Cs+].Cl, predict the reaction product. The product is: [C:1]([O:5][C:6](=[O:31])[NH:7][C:8]1[S:9][C:10]2[CH2:19][CH2:18][C:17]([OH:20])([C:36]([F:39])([F:38])[F:37])[C:16]3[C:12](=[CH:13][N:14]([CH2:21][C:22]4[CH:23]=[CH:24][C:25]([O:28][CH3:29])=[CH:26][CH:27]=4)[N:15]=3)[C:11]=2[N:30]=1)([CH3:4])([CH3:2])[CH3:3].